From a dataset of Forward reaction prediction with 1.9M reactions from USPTO patents (1976-2016). Predict the product of the given reaction. Given the reactants [Li]CCCC.Br[C:7]1[CH:12]=[CH:11][C:10]([Br:13])=[CH:9][CH:8]=1.Br[C:15]1[CH:20]=[CH:19][CH:18]=[CH:17][N:16]=1, predict the reaction product. The product is: [Br:13][C:10]1[CH:11]=[CH:12][C:7]([C:15]2[CH:20]=[CH:19][CH:18]=[CH:17][N:16]=2)=[CH:8][CH:9]=1.